From a dataset of Full USPTO retrosynthesis dataset with 1.9M reactions from patents (1976-2016). Predict the reactants needed to synthesize the given product. (1) Given the product [OH:10][P:8]([CH2:17][CH2:18][N:19]1[CH2:24][CH2:23][N:22]([CH2:25][C:26]2[CH:27]=[CH:28][C:29]([C:32](=[O:54])[NH:33][C:34]3[CH:39]=[CH:38][C:37]([CH3:40])=[C:36]([NH:41][C:42]4[N:47]=[C:46]([C:48]5[CH:49]=[N:50][CH:51]=[CH:52][CH:53]=5)[CH:45]=[CH:44][N:43]=4)[CH:35]=3)=[CH:30][CH:31]=2)[CH2:21][CH2:20]1)([O:7][CH:5]([CH3:6])[C:4]([OH:55])=[O:3])=[O:9], predict the reactants needed to synthesize it. The reactants are: C([O:3][C:4](=[O:55])[CH:5]([O:7][P:8]([CH2:17][CH2:18][N:19]1[CH2:24][CH2:23][N:22]([CH2:25][C:26]2[CH:31]=[CH:30][C:29]([C:32](=[O:54])[NH:33][C:34]3[CH:39]=[CH:38][C:37]([CH3:40])=[C:36]([NH:41][C:42]4[N:47]=[C:46]([C:48]5[CH:49]=[N:50][CH:51]=[CH:52][CH:53]=5)[CH:45]=[CH:44][N:43]=4)[CH:35]=3)=[CH:28][CH:27]=2)[CH2:21][CH2:20]1)([O:10]C1C=CC=CC=1)=[O:9])[CH3:6])C.[OH-].[Na+].Cl. (2) The reactants are: [F:1][C:2]1[CH:11]=[CH:10][C:9]([O:12][CH2:13][CH2:14][CH3:15])=[C:8]2[C:3]=1[C:4](=[O:17])[C:5](I)=[CH:6][NH:7]2.[N:18]1[CH:23]=[CH:22][CH:21]=[C:20](B(O)O)[CH:19]=1.C(=O)([O-])[O-].[Na+].[Na+].O. Given the product [F:1][C:2]1[CH:11]=[CH:10][C:9]([O:12][CH2:13][CH2:14][CH3:15])=[C:8]2[C:3]=1[C:4](=[O:17])[C:5]([C:20]1[CH:19]=[N:18][CH:23]=[CH:22][CH:21]=1)=[CH:6][NH:7]2, predict the reactants needed to synthesize it.